Dataset: Forward reaction prediction with 1.9M reactions from USPTO patents (1976-2016). Task: Predict the product of the given reaction. (1) Given the reactants C1(P(C2C=CC=CC=2)C2C=CC=CC=2)C=CC=CC=1.[Br:20][C:21]1[CH:22]=[C:23]2[C:27](=[CH:28][CH:29]=1)[NH:26][CH:25]=[C:24]2[CH2:30][CH2:31]O.C(Br)(Br)(Br)[Br:34], predict the reaction product. The product is: [Br:20][C:21]1[CH:22]=[C:23]2[C:27](=[CH:28][CH:29]=1)[NH:26][CH:25]=[C:24]2[CH2:30][CH2:31][Br:34]. (2) Given the reactants [CH3:1][CH:2]([C:8]([O:10][CH2:11][CH3:12])=[O:9])[C:3]([O:5][CH2:6][CH3:7])=[O:4].Br[CH:14]1[CH2:18][CH2:17][CH2:16][CH2:15]1, predict the reaction product. The product is: [CH:14]1([C:2]([CH3:1])([C:3]([O:5][CH2:6][CH3:7])=[O:4])[C:8]([O:10][CH2:11][CH3:12])=[O:9])[CH2:18][CH2:17][CH2:16][CH2:15]1.